Dataset: Reaction yield outcomes from USPTO patents with 853,638 reactions. Task: Predict the reaction yield, written as a fraction of the theoretical maximum amount of product (1.0 means a 100% yield; for example, 0.34 means a 34% yield). (1) The reactants are [CH3:1][C:2]([C:7]1[CH:12]=[CH:11][CH:10]=[CH:9][CH:8]=1)([CH3:6])[C:3](O)=[O:4].S(Cl)(Cl)=O.C(=O)([O-])[O-].[K+].[K+].Cl.[CH3:24][NH:25][CH3:26].Cl. The catalyst is C1(C)C=CC=CC=1.O.C(OC)(C)(C)C. The product is [CH3:24][N:25]([CH3:26])[C:3](=[O:4])[C:2]([CH3:6])([C:7]1[CH:12]=[CH:11][CH:10]=[CH:9][CH:8]=1)[CH3:1]. The yield is 0.880. (2) The reactants are [CH2:1]([NH:3][C:4](=[S:19])[N:5]([CH3:18])[C:6]1[S:10][C:9]([C:11]2[CH:12]=[N:13][CH:14]=[CH:15][CH:16]=2)=[N:8][C:7]=1[CH3:17])[CH3:2].I[CH2:21][CH3:22]. The catalyst is C(O)C. The product is [CH2:21]([S:19][C:4](=[N:3][CH2:1][CH3:2])[N:5]([CH3:18])[C:6]1[S:10][C:9]([C:11]2[CH:12]=[N:13][CH:14]=[CH:15][CH:16]=2)=[N:8][C:7]=1[CH3:17])[CH3:22]. The yield is 0.390. (3) The reactants are [NH2:1][C:2]1[N:6]([C:7]2[CH:12]=[CH:11][C:10]([CH2:13][OH:14])=[CH:9][CH:8]=2)[N:5]=[C:4]([C:15]([CH3:18])([CH3:17])[CH3:16])[CH:3]=1.[OH-].[Na+].Cl[C:22]([O:24][CH2:25][C:26]([Cl:29])([Cl:28])[Cl:27])=[O:23]. The catalyst is CCOC(C)=O. The product is [Cl:27][C:26]([Cl:29])([Cl:28])[CH2:25][O:24][C:22](=[O:23])[NH:1][C:2]1[N:6]([C:7]2[CH:12]=[CH:11][C:10]([CH2:13][OH:14])=[CH:9][CH:8]=2)[N:5]=[C:4]([C:15]([CH3:18])([CH3:17])[CH3:16])[CH:3]=1. The yield is 0.740. (4) The reactants are [CH3:1][S:2]([OH:5])(=[O:4])=[O:3].C([NH:13][C:14]1[CH:19]=[CH:18][C:17]([N+:20]([O-])=O)=[CH:16][C:15]=1[S:23]([NH2:26])(=[O:25])=[O:24])C1C=CC=CC=1.O1CCCC1.[H][H]. The catalyst is [Pd].C(O)C.O. The product is [CH3:1][S:2]([OH:5])(=[O:4])=[O:3].[NH2:13][C:14]1[CH:19]=[CH:18][C:17]([NH2:20])=[CH:16][C:15]=1[S:23]([NH2:26])(=[O:24])=[O:25]. The yield is 0.930. (5) The reactants are [Cl:1][C:2]1[C:10]2[CH:9]=[CH:8][CH:7]=[CH:6][C:5]=2[N:4]2[CH:11]([CH:28]3[CH2:30][CH2:29]3)[O:12][C:13]3[CH:18]=[CH:17][C:16](B4OC(C)(C)C(C)(C)O4)=[CH:15][C:14]=3[C:3]=12.Br[C:32]1[C:33]([N:52]([CH3:57])[S:53]([CH3:56])(=[O:55])=[O:54])=[CH:34][C:35]2[O:39][C:38]([C:40]3[CH:45]=[CH:44][C:43]([F:46])=[CH:42][CH:41]=3)=[C:37]([C:47]([NH:49][CH3:50])=[O:48])[C:36]=2[CH:51]=1. The catalyst is CN(C=O)C.C1C=CC(P(C2C=CC=CC=2)[C-]2C=CC=C2)=CC=1.C1C=CC(P(C2C=CC=CC=2)[C-]2C=CC=C2)=CC=1.Cl[Pd]Cl.[Fe+2]. The product is [Cl:1][C:2]1[C:10]2[CH:9]=[CH:8][CH:7]=[CH:6][C:5]=2[N:4]2[CH:11]([CH:28]3[CH2:30][CH2:29]3)[O:12][C:13]3[CH:18]=[CH:17][C:16]([C:32]4[C:33]([N:52]([CH3:57])[S:53]([CH3:56])(=[O:55])=[O:54])=[CH:34][C:35]5[O:39][C:38]([C:40]6[CH:45]=[CH:44][C:43]([F:46])=[CH:42][CH:41]=6)=[C:37]([C:47]([NH:49][CH3:50])=[O:48])[C:36]=5[CH:51]=4)=[CH:15][C:14]=3[C:3]=12. The yield is 0.551. (6) The reactants are [CH3:1][O:2][N:3]([CH3:15])[C:4]([C:6]1[C:14]2[C:9](=[CH:10][CH:11]=[CH:12][CH:13]=2)[NH:8][N:7]=1)=[O:5].FC(F)(F)C(OC1C(OC(=O)C(F)(F)F)=C([I:27])C=CC=1)=O.II. The catalyst is C(Cl)Cl.S([O-])([O-])(=O)=S.[Na+].[Na+]. The product is [I:27][C:12]1[CH:13]=[C:14]2[C:9](=[CH:10][CH:11]=1)[NH:8][N:7]=[C:6]2[C:4]([N:3]([O:2][CH3:1])[CH3:15])=[O:5]. The yield is 0.741. (7) The reactants are [CH3:1][C:2]1[CH:7]=[C:6]([C:8]2[CH:13]=[CH:12][CH:11]=[CH:10][C:9]=2[CH:14]([CH3:16])[CH3:15])[C:5]([O:17]C)=[C:4]([C:19]2[CH:24]=[CH:23][CH:22]=[CH:21][C:20]=2[CH:25]([CH3:27])[CH3:26])[CH:3]=1.O.C(OCC)C. The catalyst is C(Cl)Cl. The product is [CH3:1][C:2]1[CH:7]=[C:6]([C:8]2[CH:13]=[CH:12][CH:11]=[CH:10][C:9]=2[CH:14]([CH3:16])[CH3:15])[C:5]([OH:17])=[C:4]([C:19]2[CH:24]=[CH:23][CH:22]=[CH:21][C:20]=2[CH:25]([CH3:27])[CH3:26])[CH:3]=1. The yield is 0.950. (8) The reactants are C[O:2][C:3]([C:5]1[CH:14]=[CH:13][C:12]2[C:7](=[CH:8][CH:9]=[C:10]([O:15][CH:16]3[CH2:25][CH2:24][C:19]4([CH2:23][CH2:22][CH2:21][CH2:20]4)[CH2:18][CH2:17]3)[CH:11]=2)[CH:6]=1)=O.O1CCCC1. The catalyst is [AlH4-].[Li+]. The product is [CH2:20]1[C:19]2([CH2:24][CH2:25][CH:16]([O:15][C:10]3[CH:11]=[C:12]4[C:7](=[CH:8][CH:9]=3)[CH:6]=[C:5]([CH2:3][OH:2])[CH:14]=[CH:13]4)[CH2:17][CH2:18]2)[CH2:23][CH2:22][CH2:21]1. The yield is 0.900. (9) The reactants are [CH3:1][C:2](C)([O-])[CH3:3].[K+].[C:7]([NH:17][CH2:18][CH2:19][CH2:20][CH2:21][C:22]1[CH:27]=[CH:26][C:25]([OH:28])=[CH:24][CH:23]=1)([O:9][CH2:10][C:11]1[CH:16]=[CH:15][CH:14]=[CH:13][CH:12]=1)=[O:8].C(Br)C=C. The catalyst is CC#N.C1OCCOCCOCCOCCOCCOC1. The product is [C:7]([NH:17][CH2:18][CH2:19][CH2:20][CH2:21][C:22]1[CH:27]=[CH:26][C:25]([O:28][CH2:3][CH:2]=[CH2:1])=[CH:24][CH:23]=1)([O:9][CH2:10][C:11]1[CH:12]=[CH:13][CH:14]=[CH:15][CH:16]=1)=[O:8]. The yield is 0.710.